Dataset: Forward reaction prediction with 1.9M reactions from USPTO patents (1976-2016). Task: Predict the product of the given reaction. (1) Given the reactants [C:1](O)(=[O:3])C.[C:5]([O:9][C:10](=[O:32])[N:11]([C:23]1[CH:28]=[CH:27][C:26]([NH2:29])=[C:25]([CH2:30][NH2:31])[N:24]=1)[CH2:12][C:13]1[CH:18]=[CH:17][C:16]([O:19][CH3:20])=[CH:15][C:14]=1[O:21][CH3:22])([CH3:8])([CH3:7])[CH3:6].C(N(CC)C(C)C)(C)C.C(N1C=CN=C1)(N1C=CN=C1)=O, predict the reaction product. The product is: [C:5]([O:9][C:10](=[O:32])[N:11]([CH2:12][C:13]1[CH:18]=[CH:17][C:16]([O:19][CH3:20])=[CH:15][C:14]=1[O:21][CH3:22])[C:23]1[CH:28]=[CH:27][C:26]2[NH:29][C:1](=[O:3])[NH:31][CH2:30][C:25]=2[N:24]=1)([CH3:8])([CH3:6])[CH3:7]. (2) Given the reactants Cl[C:2]1[C:7]([N+:8]([O-:10])=[O:9])=[CH:6][CH:5]=[CH:4][N:3]=1.[C:11]1([CH3:23])[CH:16]=[C:15]([CH3:17])[CH:14]=[C:13]([CH3:18])[C:12]=1OB(O)O.O.O.O.O.O.O.O.O.[OH-].[Ba+2].[OH-], predict the reaction product. The product is: [C:11]1([CH3:23])[CH:16]=[C:15]([CH3:17])[CH:14]=[C:13]([CH3:18])[C:12]=1[C:2]1[C:7]([N+:8]([O-:10])=[O:9])=[CH:6][CH:5]=[CH:4][N:3]=1. (3) Given the reactants [C:1]([O:5][C:6](=[O:26])[NH:7][CH:8]([C:12](=[O:25])[NH:13][C:14]1[CH:19]=[CH:18][C:17]([CH:20]=[CH:21][C:22](=[O:24])[CH3:23])=[CH:16][N:15]=1)[CH2:9][CH2:10][CH3:11])([CH3:4])([CH3:3])[CH3:2], predict the reaction product. The product is: [C:1]([O:5][C:6](=[O:26])[NH:7][CH:8]([C:12](=[O:25])[NH:13][C:14]1[CH:19]=[CH:18][C:17]([CH2:20][CH2:21][C:22](=[O:24])[CH3:23])=[CH:16][N:15]=1)[CH2:9][CH2:10][CH3:11])([CH3:2])([CH3:3])[CH3:4]. (4) Given the reactants [Cl:1][C:2]1[CH:3]=[C:4]([N:13]([CH3:20])[CH:14]2[CH2:19][CH2:18][O:17][CH2:16][CH2:15]2)[C:5]([O:11][CH3:12])=[C:6]([CH:10]=1)[C:7]([OH:9])=O.CN(C(ON1N=NC2C=CC=CC1=2)=[N+](C)C)C.F[P-](F)(F)(F)(F)F.C(N(C(C)C)C(C)C)C.[NH2:54][CH2:55][C:56]1[C:57](=[O:64])[NH:58][C:59]([CH3:63])=[CH:60][C:61]=1[CH3:62], predict the reaction product. The product is: [Cl:1][C:2]1[CH:3]=[C:4]([N:13]([CH3:20])[CH:14]2[CH2:19][CH2:18][O:17][CH2:16][CH2:15]2)[C:5]([O:11][CH3:12])=[C:6]([CH:10]=1)[C:7]([NH:54][CH2:55][C:56]1[C:57](=[O:64])[NH:58][C:59]([CH3:63])=[CH:60][C:61]=1[CH3:62])=[O:9].